This data is from Full USPTO retrosynthesis dataset with 1.9M reactions from patents (1976-2016). The task is: Predict the reactants needed to synthesize the given product. (1) Given the product [N+:20]([C:17]1[CH:18]=[CH:19][C:14]([N:11]2[CH2:10][CH2:9][NH:8][CH2:13][CH2:12]2)=[N:15][CH:16]=1)([O-:22])=[O:21], predict the reactants needed to synthesize it. The reactants are: C(OC([N:8]1[CH2:13][CH2:12][N:11]([C:14]2[CH:19]=[CH:18][C:17]([N+:20]([O-:22])=[O:21])=[CH:16][N:15]=2)[CH2:10][CH2:9]1)=O)(C)(C)C.C(O)(C(F)(F)F)=O. (2) Given the product [Br:14][C:15]1[C:16]([NH:1][CH2:2][CH2:3][CH2:4][N:5]([CH3:13])[C:6](=[O:12])[O:7][C:8]([CH3:10])([CH3:9])[CH3:11])=[N:17][C:18]([Cl:21])=[N:19][CH:20]=1, predict the reactants needed to synthesize it. The reactants are: [NH2:1][CH2:2][CH2:3][CH2:4][N:5]([CH3:13])[C:6](=[O:12])[O:7][C:8]([CH3:11])([CH3:10])[CH3:9].[Br:14][C:15]1[C:16](Cl)=[N:17][C:18]([Cl:21])=[N:19][CH:20]=1. (3) Given the product [O:4]1[C:5]2([CH2:10][CH2:9][CH:8]([CH:11]([C:13]3[S:17][CH:16]=[C:15]([C:18]([O:20][CH3:21])=[O:19])[C:14]=3[CH3:22])[CH3:12])[CH2:7][CH2:6]2)[O:1][CH2:2][CH2:3]1, predict the reactants needed to synthesize it. The reactants are: [O:1]1[C:5]2([CH2:10][CH2:9][CH:8]([C:11]([C:13]3[S:17][CH:16]=[C:15]([C:18]([O:20][CH3:21])=[O:19])[C:14]=3[CH3:22])=[CH2:12])[CH2:7][CH2:6]2)[O:4][CH2:3][CH2:2]1.CCO.CCOC(C)=O.